From a dataset of Forward reaction prediction with 1.9M reactions from USPTO patents (1976-2016). Predict the product of the given reaction. (1) Given the reactants [NH:1]1[C:9]2[C:4](=[CH:5][CH:6]=[CH:7][CH:8]=2)[CH:3]=[C:2]1[C:10](=[O:14])[C:11](Cl)=[O:12].C[NH:16]C.C1COCC1, predict the reaction product. The product is: [NH:1]1[C:9]2[C:4](=[CH:5][CH:6]=[CH:7][CH:8]=2)[CH:3]=[C:2]1[C:10](=[O:14])[C:11]([NH2:16])=[O:12]. (2) Given the reactants [Br:1][C:2]1[CH:10]=[CH:9][C:5]([CH:6](O)[CH3:7])=[CH:4][CH:3]=1.[C:11]1(=[O:21])[NH:15][C:14](=[O:16])[C:13]2=[CH:17][CH:18]=[CH:19][CH:20]=[C:12]12.C1(P(C2C=CC=CC=2)C2C=CC=CC=2)C=CC=CC=1.N(C(OCC)=O)=NC(OCC)=O, predict the reaction product. The product is: [Br:1][C:2]1[CH:10]=[CH:9][C:5]([CH:6]([N:15]2[C:11](=[O:21])[C:12]3[C:13](=[CH:17][CH:18]=[CH:19][CH:20]=3)[C:14]2=[O:16])[CH3:7])=[CH:4][CH:3]=1. (3) Given the reactants Br[C:2]1[N:7]=[CH:6][C:5]([C:8](=[O:10])[CH3:9])=[CH:4][CH:3]=1.[CH:11](B1OB(C=C)OB(C=C)O1)=[CH2:12].N1C=CC=CC=1.C(=O)([O-])[O-].[K+].[K+], predict the reaction product. The product is: [CH:11]([C:2]1[N:7]=[CH:6][C:5]([C:8](=[O:10])[CH3:9])=[CH:4][CH:3]=1)=[CH2:12]. (4) Given the reactants [CH2:1]([N:8]1[C:17]([C:18](O)=[O:19])=[C:16]([C:21]2[CH:26]=[CH:25][CH:24]=[CH:23][CH:22]=2)[C:15]2[C:10](=[CH:11][CH:12]=[C:13]([Br:27])[CH:14]=2)[C:9]1=[O:28])[C:2]1[CH:7]=[CH:6][CH:5]=[CH:4][CH:3]=1.[N:29]1[CH:34]=[CH:33][C:32]([CH2:35][NH2:36])=[CH:31][CH:30]=1, predict the reaction product. The product is: [N:29]1[CH:34]=[CH:33][C:32]([CH2:35][NH:36][C:18]([C:17]2[N:8]([CH2:1][C:2]3[CH:3]=[CH:4][CH:5]=[CH:6][CH:7]=3)[C:9](=[O:28])[C:10]3[C:15]([C:16]=2[C:21]2[CH:22]=[CH:23][CH:24]=[CH:25][CH:26]=2)=[CH:14][C:13]([Br:27])=[CH:12][CH:11]=3)=[O:19])=[CH:31][CH:30]=1.